Dataset: Peptide-MHC class I binding affinity with 185,985 pairs from IEDB/IMGT. Task: Regression. Given a peptide amino acid sequence and an MHC pseudo amino acid sequence, predict their binding affinity value. This is MHC class I binding data. (1) The MHC is HLA-A03:01 with pseudo-sequence HLA-A03:01. The peptide sequence is ITHTGEKPYK. The binding affinity (normalized) is 0.660. (2) The peptide sequence is VVMITAAL. The MHC is H-2-Kb with pseudo-sequence H-2-Kb. The binding affinity (normalized) is 0.684. (3) The peptide sequence is GAAAQFNAS. The MHC is HLA-A02:01 with pseudo-sequence HLA-A02:01. The binding affinity (normalized) is 0.0876. (4) The MHC is HLA-A23:01 with pseudo-sequence HLA-A23:01. The binding affinity (normalized) is 0. The peptide sequence is ALASCMGLIY. (5) The MHC is HLA-A03:01 with pseudo-sequence HLA-A03:01. The peptide sequence is FLFMDRDAL. The binding affinity (normalized) is 0.0151.